From a dataset of Catalyst prediction with 721,799 reactions and 888 catalyst types from USPTO. Predict which catalyst facilitates the given reaction. (1) Reactant: [N:1]1[CH:6]=[CH:5][CH:4]=[CH:3][C:2]=1[C:7]1[N:8]=[C:9]([NH:17][C:18]2[N:23]=[CH:22][CH:21]=[CH:20][N:19]=2)[S:10][C:11]=1[C:12]([O:14]CC)=[O:13].O.[OH-].[Li+]. Product: [N:1]1[CH:6]=[CH:5][CH:4]=[CH:3][C:2]=1[C:7]1[N:8]=[C:9]([NH:17][C:18]2[N:19]=[CH:20][CH:21]=[CH:22][N:23]=2)[S:10][C:11]=1[C:12]([OH:14])=[O:13]. The catalyst class is: 193. (2) Reactant: C1(P(C2C=CC=CC=2)C2C=CC=CC=2)C=CC=CC=1.[Br:20]Br.[Cl:22][C:23]1[CH:28]=[CH:27][C:26]([CH2:29][CH:30]([O:33][CH2:34][CH:35]([CH3:37])[CH3:36])[CH2:31]O)=[CH:25][CH:24]=1. Product: [Br:20][CH2:31][CH:30]([O:33][CH2:34][CH:35]([CH3:37])[CH3:36])[CH2:29][C:26]1[CH:27]=[CH:28][C:23]([Cl:22])=[CH:24][CH:25]=1. The catalyst class is: 2. (3) Reactant: [F:1][C:2]1[CH:10]=[CH:9][C:5]([C:6](O)=[O:7])=[CH:4][C:3]=1[C:11]([F:14])([F:13])[F:12].S(Cl)([Cl:17])=O. Product: [F:1][C:2]1[CH:10]=[CH:9][C:5]([C:6]([Cl:17])=[O:7])=[CH:4][C:3]=1[C:11]([F:14])([F:13])[F:12]. The catalyst class is: 575.